The task is: Predict the reactants needed to synthesize the given product.. This data is from Full USPTO retrosynthesis dataset with 1.9M reactions from patents (1976-2016). Given the product [CH3:1][O:2][C:3]1[CH:8]=[C:7]([O:9][CH3:10])[CH:6]=[CH:5][C:4]=1[C:11]1([CH2:15][CH2:16][OH:17])[NH:18][C:19](=[O:23])[CH:20]=[CH:21][CH2:22]1, predict the reactants needed to synthesize it. The reactants are: [CH3:1][O:2][C:3]1[CH:8]=[C:7]([O:9][CH3:10])[CH:6]=[CH:5][C:4]=1[C:11]([NH:18][C:19](=[O:23])[CH:20]=[CH:21][CH3:22])([CH2:15][CH2:16][OH:17])CC=C.